From a dataset of Catalyst prediction with 721,799 reactions and 888 catalyst types from USPTO. Predict which catalyst facilitates the given reaction. (1) Reactant: [Cl:1][C:2]1[N:7]=[CH:6][C:5]2[CH:8]=[N:9][N:10]([CH:11]([CH3:13])[CH3:12])[C:4]=2[CH:3]=1.[F:14][B-](F)(F)F.F[B-](F)(F)F.ClC[N+]12CC[N+](F)(CC1)CC2.C(#N)C. Product: [Cl:1][C:2]1[N:7]=[CH:6][C:5]2[C:8]([F:14])=[N:9][N:10]([CH:11]([CH3:13])[CH3:12])[C:4]=2[CH:3]=1. The catalyst class is: 25. (2) Reactant: [NH:1]1[C:9]2[C:4](=[CH:5][C:6]([C:10]3[S:11][C:12]4[C:17]([N:18]=3)=[CH:16][CH:15]=[C:14]([C:19]3([C:22]5[CH:27]=[CH:26][CH:25]=[CH:24][CH:23]=5)[CH2:21][CH2:20]3)[N:13]=4)=[CH:7][CH:8]=2)[CH:3]=[CH:2]1.C(=O)([O-])[O-].[Cs+].[Cs+].Br[CH2:35][CH2:36][CH2:37][C:38]([O:40][CH3:41])=[O:39]. The catalyst class is: 85. Product: [C:22]1([C:19]2([C:14]3[N:13]=[C:12]4[S:11][C:10]([C:6]5[CH:5]=[C:4]6[C:9](=[CH:8][CH:7]=5)[N:1]([CH2:35][CH2:36][CH2:37][C:38]([O:40][CH3:41])=[O:39])[CH:2]=[CH:3]6)=[N:18][C:17]4=[CH:16][CH:15]=3)[CH2:20][CH2:21]2)[CH:23]=[CH:24][CH:25]=[CH:26][CH:27]=1. (3) Reactant: C([N:8]1[C@@H:13]([CH2:14][O:15][CH3:16])[CH2:12][O:11][C@@H:10]([CH2:17][OH:18])[CH2:9]1)C1C=CC=CC=1. Product: [CH3:16][O:15][CH2:14][C@@H:13]1[NH:8][CH2:9][C@H:10]([CH2:17][OH:18])[O:11][CH2:12]1. The catalyst class is: 105. (4) Reactant: [OH:1][C:2]1[C:3]([C:10]([NH:12][C@H:13]2[CH2:21][CH2:20][CH2:19][C@H:18]([O:22][CH2:23][C:24]([CH3:26])=[CH2:25])[C@@H:17]([O:27][CH2:28][C:29]([CH3:31])=[CH2:30])[C@H:16]([CH3:32])[O:15][C:14]2=[O:33])=[O:11])=[N:4][CH:5]=[CH:6][C:7]=1[O:8][CH3:9].C([O-])([O-])=O.[Na+].[Na+].[Na+].[I-].[C:42]([O:47][CH2:48]Cl)(=[O:46])[CH:43]([CH3:45])[CH3:44]. Product: [CH3:9][O:8][C:7]1[CH:6]=[CH:5][N:4]=[C:3]([C:10](=[O:11])[NH:12][C@H:13]2[CH2:21][CH2:20][CH2:19][C@H:18]([O:22][CH2:23][C:24]([CH3:26])=[CH2:25])[C@@H:17]([O:27][CH2:28][C:29]([CH3:31])=[CH2:30])[C@H:16]([CH3:32])[O:15][C:14]2=[O:33])[C:2]=1[O:1][CH2:48][O:47][C:42](=[O:46])[CH:43]([CH3:45])[CH3:44]. The catalyst class is: 21. (5) Reactant: [NH2:1][CH2:2][C:3]1[C:4]([C:8]2[N:12]([C:13]3[CH:18]=[CH:17][C:16]([F:19])=[C:15]([Cl:20])[CH:14]=3)[C:11](=[O:21])[O:10][N:9]=2)=[N:5][O:6][N:7]=1.CCN(C(C)C)C(C)C.[Cl:31][CH2:32][CH2:33][CH2:34][S:35](Cl)(=[O:37])=[O:36]. Product: [Cl:31][CH2:32][CH2:33][CH2:34][S:35]([NH:1][CH2:2][C:3]1[C:4]([C:8]2[N:12]([C:13]3[CH:18]=[CH:17][C:16]([F:19])=[C:15]([Cl:20])[CH:14]=3)[C:11](=[O:21])[O:10][N:9]=2)=[N:5][O:6][N:7]=1)(=[O:37])=[O:36]. The catalyst class is: 2. (6) Reactant: [Br:1][C:2]1[C:14]([F:15])=[CH:13][C:5]2[S:6][C:7]([C:9]([O:11]C)=[O:10])=[CH:8][C:4]=2[CH:3]=1.[Li+].[OH-].O. Product: [Br:1][C:2]1[C:14]([F:15])=[CH:13][C:5]2[S:6][C:7]([C:9]([OH:11])=[O:10])=[CH:8][C:4]=2[CH:3]=1. The catalyst class is: 1.